This data is from Catalyst prediction with 721,799 reactions and 888 catalyst types from USPTO. The task is: Predict which catalyst facilitates the given reaction. (1) Product: [OH:23][CH2:22][CH2:21][CH2:20][CH2:19][CH2:18][CH2:17][O:1][C:2]1[CH:3]=[CH:4][C:5]([C:8]2[CH:13]=[CH:12][C:11]([C:14]#[N:15])=[CH:10][CH:9]=2)=[CH:6][CH:7]=1. Reactant: [OH:1][C:2]1[CH:7]=[CH:6][C:5]([C:8]2[CH:13]=[CH:12][C:11]([C:14]#[N:15])=[CH:10][CH:9]=2)=[CH:4][CH:3]=1.Cl[CH2:17][CH2:18][CH2:19][CH2:20][CH2:21][CH2:22][OH:23].C(=O)([O-])[O-].[K+].[K+].[I-].[K+]. The catalyst class is: 47. (2) Reactant: C([O:3][C:4]([CH:6]1[CH2:11][NH:10][C:9]2[CH:12]=[C:13]([C:16]([F:19])([F:18])[F:17])[CH:14]=[CH:15][C:8]=2[O:7]1)=[O:5])C.[C:20]([O-])([O-])=O.[K+].[K+].IC.Cl. Product: [CH3:20][N:10]1[C:9]2[CH:12]=[C:13]([C:16]([F:17])([F:18])[F:19])[CH:14]=[CH:15][C:8]=2[O:7][CH:6]([C:4]([OH:3])=[O:5])[CH2:11]1. The catalyst class is: 18.